This data is from Experimentally validated miRNA-target interactions with 360,000+ pairs, plus equal number of negative samples. The task is: Binary Classification. Given a miRNA mature sequence and a target amino acid sequence, predict their likelihood of interaction. (1) The miRNA is hsa-miR-124-3p with sequence UAAGGCACGCGGUGAAUGCCAA. The protein sequence of the target gene is MLSATRRACQLLLLHSLFPVPRMGNSASNIVSPQEALPGRKEQTPVAAKHHVNGNRTVEPFPEGTQMAVFGMGCFWGAERKFWVLKGVYSTQVGFAGGYTSNPTYKEVCSEKTGHAEVVRVVYQPEHMSFEELLKVFWENHDPTQGMRQGNDHGTQYRSAIYPTSAKQMEAALSSKENYQKVLSEHGFGPITTDIREGQTFYYAEDYHQQYLSKNPNGYCGLGGTGVSCPVGIKK. Result: 1 (interaction). (2) The miRNA is hsa-miR-3120-3p with sequence CACAGCAAGUGUAGACAGGCA. The protein sequence of the target gene is MCSAGELLRGGDGGERDEDGDALAEREAAGTGWDPGASPRRRGQRPKESEQDVEDSQNHTGEPVGDDYKKMGTLFGELNKNLINMGFTRMYFGERIVEPVIVIFFWVMLWFLGLQALGLVAVLCLVIIYVQQ. Result: 1 (interaction). (3) The miRNA is dme-miR-315-5p with sequence UUUUGAUUGUUGCUCAGAAAGC. The protein sequence of the target gene is MSGHPSGIRKHDDNECSGPRPPVPGEESRVKKMTEGVADTSKNSSPSYLNWARTLNHLLEDRDGVELFKKYVEEEAPAYNDHLNFYFACEGLKQQTDPEKIKQIIGAIYRFLRKSQLSISDDLRAQIKAIKTNPEIPLSPHIFDPMQRHVEVTIRDNIYPTFLCSEMYILYIQQMSAQQERCTSSGATGSGSAGSSGSGGSSLAGACALPPTTASGKQQLPQLVPPGAFINLPVSSVSGPPAGTCSASGSVYGPSTSASSSGSISATDTLPRSSTLPTLHEDSVLSLCDDFEKVQMQEGG.... Result: 1 (interaction). (4) The miRNA is mmu-miR-466n-3p with sequence UAUACAUGAGAGCAUACAUAGA. The protein sequence of the target gene is MWAQLLLGMLALSPAIAEELPNYLVTLPARLNFPSVQKVCLDLSPGYSDVKFTVTLETKDKTQKLLEYSGLKKRHLHCISFLVPPPAGGTEEVATIRVSGVGNNISFEEKKKVLIQRQGNGTFVQTDKPLYTPGQQVYFRIVTMDSNFVPVNDKYSMVELQDPNSNRIAQWLEVVPEQGIVDLSFQLAPEAMLGTYTVAVAEGKTFGTFSVEEYVLPKFKVEVVEPKELSTVQESFLVKICCRYTYGKPMLGAVQVSVCQKANTYWYREVEREQLPDKCRNLSGQTDKTGCFSAPVDMAT.... Result: 0 (no interaction). (5) The miRNA is hsa-miR-4720-3p with sequence UGCUUAAGUUGUACCAAGUAU. The protein sequence of the target gene is MTQSVVVQVGQCGNQIGCCFWDLALREHAAVNQKGIYDDAISSFFRNVDTRAVGDGGSISKGRISSLKARAVLIDMEEGVVNEILQGPLRDVFDSKQLITDISGSGNNWAVGHKVFGCLYREQILEKLRKSAEQCDCLQCFFIIHSMGGGTGSGLGTFLLKVLEDEFPEVYRFVTAVYPSSEDDVITSPYNSMLAMKELNEHADCVLPIDNQSLFDIISKIDLVVNSGKLGSAVKPKSLITSNMGAVKKHHKKPFDAMNNIVANLLLSLTSSARFEGSLNMDLNEISMNLVPFPKLHYLV.... Result: 0 (no interaction). (6) The miRNA is mmu-miR-879-5p with sequence AGAGGCUUAUAGCUCUAAGCC. The protein sequence of the target gene is MSDQQLDCALDLMRRLPPQQIEKNLSDLIDLVPSLCEDLLSSVDQPLKIARDKVVGKDYLLCDYNRDGDSYRSPWSNKYDPPLEDGAMPSARLRKLEVEANNAFDQYRDLYFEGGVSSVYLWDLDHGFAGVILIKKAGDGSKKIKGCWDSIHVVEVQEKSSGRTAHYKLTSTVMLWLQTNKSGSGTMNLGGSLTRQMEKDETVSDCSPHIANIGRLVEDMENKIRSTLNEIYFGKTKDIVNGLRSLDAIPDNHKFKQLQRELSQVLTQRQVYIQPDN. Result: 0 (no interaction). (7) The miRNA is hsa-miR-99a-5p with sequence AACCCGUAGAUCCGAUCUUGUG. The protein sequence of the target gene is MQLRKMQTVKKEQASLDASSNVDKMMVLNSALTEVSEDSTTGEELLLSEGSVGKNKSSACRRKREFIPDEKKDAMYWEKRRKNNEAAKRSREKRRLNDLVLENKLIALGEENATLKAELLSLKLKFGLISSTAYAQEIQKLSNSTAVYFQDYQTSKSNVSSFVDEHEPSMVSSSCISVIKHSPQSSLSDVSEVSSVEHTQESSVQGSCRSPENKFQIIKQEPMELESYTREPRDDRGSYTASIYQNYMGNSFSGYSHSPPLLQVNRSSSNSPRTSETDDGVVGKSSDGEDEQQVPKGPIH.... Result: 0 (no interaction).